From a dataset of Forward reaction prediction with 1.9M reactions from USPTO patents (1976-2016). Predict the product of the given reaction. (1) Given the reactants [NH:1]1[C:9]2[C:4](=[CH:5][CH:6]=[CH:7][CH:8]=2)[C:3](/[CH:10]=[C:11]2\[O:12][C:13]3[C:20]([C:21]#[C:22][CH2:23][CH2:24][CH:25]4[CH2:30][CH2:29][N:28](C(OC(C)(C)C)=O)[CH2:27][CH2:26]4)=[C:19]([O:38][CH3:39])[CH:18]=[CH:17][C:14]=3[C:15]\2=[O:16])=[N:2]1.Cl.CCOCC, predict the reaction product. The product is: [NH:1]1[C:9]2[C:4](=[CH:5][CH:6]=[CH:7][CH:8]=2)[C:3](/[CH:10]=[C:11]2\[O:12][C:13]3[C:20]([C:21]#[C:22][CH2:23][CH2:24][CH:25]4[CH2:26][CH2:27][NH:28][CH2:29][CH2:30]4)=[C:19]([O:38][CH3:39])[CH:18]=[CH:17][C:14]=3[C:15]\2=[O:16])=[N:2]1. (2) Given the reactants [F:1][C:2]([F:51])([F:50])[C:3]1[CH:4]=[C:5]([C:13]([CH3:49])([CH3:48])[C:14]([N:16]([CH3:47])[C:17]2[C:18]([C:39]3[CH:44]=[CH:43][C:42]([F:45])=[CH:41][C:40]=3[CH3:46])=[CH:19][C:20]([C:23]#[C:24][CH2:25][C@@H:26]([NH:31]C(OC(C)(C)C)=O)[C:27]([O:29][CH3:30])=[O:28])=[N:21][CH:22]=2)=[O:15])[CH:6]=[C:7]([C:9]([F:12])([F:11])[F:10])[CH:8]=1.C(O)(C(F)(F)F)=O, predict the reaction product. The product is: [NH2:31][C@H:26]([CH2:25][C:24]#[C:23][C:20]1[CH:19]=[C:18]([C:39]2[CH:44]=[CH:43][C:42]([F:45])=[CH:41][C:40]=2[CH3:46])[C:17]([N:16]([C:14](=[O:15])[C:13]([C:5]2[CH:4]=[C:3]([C:2]([F:50])([F:51])[F:1])[CH:8]=[C:7]([C:9]([F:11])([F:10])[F:12])[CH:6]=2)([CH3:48])[CH3:49])[CH3:47])=[CH:22][N:21]=1)[C:27]([O:29][CH3:30])=[O:28]. (3) Given the reactants [CH3:1][O:2][CH:3]1[CH2:8][CH2:7][N:6]([C:9]2[N:14]=[C:13]([NH:15][C:16]3[N:21]=[CH:20][C:19]4[N:22]=[C:23]([CH3:35])[N:24]([CH:25]([C:27]5[CH:34]=[CH:33][C:30]([C:31]#[N:32])=[CH:29][CH:28]=5)[CH3:26])[C:18]=4[CH:17]=3)[CH:12]=[CH:11][N:10]=2)[CH2:5][CH2:4]1.Cl.C(O)=[O:38], predict the reaction product. The product is: [CH3:1][O:2][CH:3]1[CH2:4][CH2:5][N:6]([C:9]2[N:14]=[C:13]([NH:15][C:16]3[N:21]=[CH:20][C:19]4[N:22]=[C:23]([CH3:35])[N:24]([CH:25]([C:27]5[CH:28]=[CH:29][C:30]([C:31]([NH2:32])=[O:38])=[CH:33][CH:34]=5)[CH3:26])[C:18]=4[CH:17]=3)[CH:12]=[CH:11][N:10]=2)[CH2:7][CH2:8]1. (4) The product is: [C:12]([C:11]1[CH:14]=[CH:15][C:8]([N:5]2[C:6](=[O:7])[C:2]([CH3:33])([CH3:1])[N:3]([C:21]3[CH:26]=[CH:25][C:24]([CH:27]4[CH2:32][CH2:31][N:30]([CH2:70][CH2:69][O:68][CH2:67][CH2:66][CH2:65][O:64][CH2:63][C:62]([NH:61][C@@H:36]([C:35]([CH3:34])([CH3:84])[CH3:83])[C:37]([N:39]5[CH2:43][C@H:42]([OH:44])[CH2:41][C@H:40]5[C:45]([NH:47][CH2:48][C:49]5[CH:54]=[CH:53][C:52]([C:55]6[S:59][CH:58]=[N:57][C:56]=6[CH3:60])=[CH:51][CH:50]=5)=[O:46])=[O:38])=[O:82])[CH2:29][CH2:28]4)=[CH:23][CH:22]=3)[C:4]2=[S:20])=[CH:9][C:10]=1[C:16]([F:17])([F:19])[F:18])#[N:13]. Given the reactants [CH3:1][C:2]1([CH3:33])[C:6](=[O:7])[N:5]([C:8]2[CH:15]=[CH:14][C:11]([C:12]#[N:13])=[C:10]([C:16]([F:19])([F:18])[F:17])[CH:9]=2)[C:4](=[S:20])[N:3]1[C:21]1[CH:26]=[CH:25][C:24]([CH:27]2[CH2:32][CH2:31][NH:30][CH2:29][CH2:28]2)=[CH:23][CH:22]=1.[CH3:34][C:35]([CH3:84])([CH3:83])[C@H:36]([NH:61][C:62](=[O:82])[CH2:63][O:64][CH2:65][CH2:66][CH2:67][O:68][CH2:69][CH2:70]OS(C1C=CC(C)=CC=1)(=O)=O)[C:37]([N:39]1[CH2:43][C@H:42]([OH:44])[CH2:41][C@H:40]1[C:45]([NH:47][CH2:48][C:49]1[CH:54]=[CH:53][C:52]([C:55]2[S:59][CH:58]=[N:57][C:56]=2[CH3:60])=[CH:51][CH:50]=1)=[O:46])=[O:38].C(=O)([O-])[O-].[K+].[K+].O, predict the reaction product. (5) Given the reactants [CH2:1]([N:3]([C:31](=O)[C:32]1[CH:37]=[CH:36][C:35]([OH:38])=[C:34]([F:39])[CH:33]=1)[C:4]1[CH:9]=[C:8]([O:10][CH3:11])[C:7]([O:12][CH3:13])=[CH:6][C:5]=1[C@@H:14]1[CH2:23][CH2:22][C:21]2[CH:20]=[C:19]([O:24]C(=O)C(C)(C)C)[CH:18]=[CH:17][C:16]=2[CH2:15]1)[CH3:2].Cl[CH2:42][C:43]([N:45]([CH3:52])[CH2:46][C@H:47]1[CH2:51][CH2:50][CH2:49][O:48]1)=O, predict the reaction product. The product is: [CH2:1]([N:3]([CH2:31][C:32]1[CH:37]=[CH:36][C:35]([O:38][CH2:42][CH2:43][N:45]([CH3:52])[CH2:46][C@H:47]2[CH2:51][CH2:50][CH2:49][O:48]2)=[C:34]([F:39])[CH:33]=1)[C:4]1[CH:9]=[C:8]([O:10][CH3:11])[C:7]([O:12][CH3:13])=[CH:6][C:5]=1[C@@H:14]1[CH2:23][CH2:22][C:21]2[CH:20]=[C:19]([OH:24])[CH:18]=[CH:17][C:16]=2[CH2:15]1)[CH3:2]. (6) Given the reactants [CH2:1]([N:8]1[CH2:13][CH2:12][CH:11]([CH2:14][O:15][C:16]2[C:28](Cl)=[CH:27][C:19]([C:20]([O:22][C:23]([CH3:26])([CH3:25])[CH3:24])=[O:21])=[C:18]([F:30])[CH:17]=2)[CH2:10][CH2:9]1)[C:2]1[CH:7]=[CH:6][CH:5]=[CH:4][CH:3]=1.[CH:31]1(B(O)O)[CH2:33][CH2:32]1.P([O-])([O-])([O-])=O.[K+].[K+].[K+].F[B-](F)(F)F.C1(P(C2CCCCC2)C2CCCCC2)CCCCC1, predict the reaction product. The product is: [CH2:1]([N:8]1[CH2:13][CH2:12][CH:11]([CH2:14][O:15][C:16]2[C:28]([CH:31]3[CH2:33][CH2:32]3)=[CH:27][C:19]([C:20]([O:22][C:23]([CH3:26])([CH3:25])[CH3:24])=[O:21])=[C:18]([F:30])[CH:17]=2)[CH2:10][CH2:9]1)[C:2]1[CH:7]=[CH:6][CH:5]=[CH:4][CH:3]=1. (7) Given the reactants [CH2:1]([O:8][CH2:9][CH2:10][CH2:11][CH2:12][NH:13][CH2:14][CH2:15][CH3:16])[C:2]1[CH:7]=[CH:6][CH:5]=[CH:4][CH:3]=1.[CH2:17]([O:19][C:20]([C:22]1[CH:23]=[C:24]([CH:28]=[C:29]([CH3:31])[CH:30]=1)[C:25]([OH:27])=O)=[O:21])[CH3:18].C1C=CC2N(O)N=NC=2C=1.CN1CCOCC1.C(Cl)CCl, predict the reaction product. The product is: [CH2:1]([O:8][CH2:9][CH2:10][CH2:11][CH2:12][N:13]([CH2:14][CH2:15][CH3:16])[C:25]([C:24]1[CH:23]=[C:22]([CH:30]=[C:29]([CH3:31])[CH:28]=1)[C:20]([O:19][CH2:17][CH3:18])=[O:21])=[O:27])[C:2]1[CH:7]=[CH:6][CH:5]=[CH:4][CH:3]=1.